Dataset: Peptide-MHC class I binding affinity with 185,985 pairs from IEDB/IMGT. Task: Regression. Given a peptide amino acid sequence and an MHC pseudo amino acid sequence, predict their binding affinity value. This is MHC class I binding data. (1) The peptide sequence is IQTHCEVGY. The MHC is HLA-A01:01 with pseudo-sequence HLA-A01:01. The binding affinity (normalized) is 0.0847. (2) The peptide sequence is RVDIYYNGNK. The MHC is HLA-A11:01 with pseudo-sequence HLA-A11:01. The binding affinity (normalized) is 0.854. (3) The peptide sequence is VSSCTRMME. The MHC is Mamu-B03 with pseudo-sequence Mamu-B03. The binding affinity (normalized) is 0. (4) The binding affinity (normalized) is 0.948. The MHC is HLA-A03:01 with pseudo-sequence HLA-A03:01. The peptide sequence is KLGEFGRAK. (5) The peptide sequence is RVVVNQDYL. The MHC is H-2-Kb with pseudo-sequence H-2-Kb. The binding affinity (normalized) is 0.230. (6) The peptide sequence is KLYLRPWWH. The MHC is HLA-A02:01 with pseudo-sequence HLA-A02:01. The binding affinity (normalized) is 0.0847. (7) The peptide sequence is FLYGWLFIL. The MHC is HLA-A02:01 with pseudo-sequence HLA-A02:01. The binding affinity (normalized) is 0.573.